This data is from Full USPTO retrosynthesis dataset with 1.9M reactions from patents (1976-2016). The task is: Predict the reactants needed to synthesize the given product. (1) Given the product [Cl:18][C:19]1[CH:20]=[C:21]2[C:25](=[CH:26][CH:27]=1)[NH:24][C:23]([S:28]([N:31]1[CH2:36][CH2:35][N:34]([C:15]([CH:12]3[CH2:11][CH2:10][N:9]([C:4]4[CH:5]=[CH:6][C:7](=[O:8])[N:2]([CH3:1])[N:3]=4)[CH2:14][CH2:13]3)=[O:17])[CH2:33][CH2:32]1)(=[O:30])=[O:29])=[CH:22]2, predict the reactants needed to synthesize it. The reactants are: [CH3:1][N:2]1[C:7](=[O:8])[CH:6]=[CH:5][C:4]([N:9]2[CH2:14][CH2:13][CH:12]([C:15]([OH:17])=O)[CH2:11][CH2:10]2)=[N:3]1.[Cl:18][C:19]1[CH:20]=[C:21]2[C:25](=[CH:26][CH:27]=1)[NH:24][C:23]([S:28]([N:31]1[CH2:36][CH2:35][NH:34][CH2:33][CH2:32]1)(=[O:30])=[O:29])=[CH:22]2.[B-](F)(F)(F)F.CN(C(ON1N=NC2C1=CC=CC=2)=[N+](C)C)C. (2) Given the product [CH2:14]([C:16]1[CH:21]=[CH:20][C:19]2[C:9]3([OH:13])[C:10](=[O:11])[C:4]4[C:5](=[CH:6][CH:1]=[CH:2][CH:3]=4)[C:7]3([OH:8])[O:22][C:18]=2[CH:17]=1)[CH3:15], predict the reactants needed to synthesize it. The reactants are: [CH:1]1[CH:6]=[C:5]2[C:7]([C:9]([OH:13])(O)[C:10](=[O:11])[C:4]2=[CH:3][CH:2]=1)=[O:8].[CH2:14]([C:16]1[CH:17]=[C:18]([OH:22])[CH:19]=[CH:20][CH:21]=1)[CH3:15]. (3) The reactants are: CCO.[OH:4][C:5]1[C:6]([C:19](=[N:38][OH:39])[CH2:20][CH2:21][C:22]2[S:23][C:24]3[CH:33]=[C:32]([C:34]([F:37])([F:36])[F:35])[CH:31]=[CH:30][C:25]=3[C:26]=2[CH2:27][CH2:28][CH3:29])=[CH:7][C:8]([CH3:18])=[C:9]([CH:17]=1)[O:10][CH2:11][C:12]([O:14]CC)=[O:13].O.[OH-].[Li+].Cl. Given the product [OH:4][C:5]1[C:6]([C:19](=[N:38][OH:39])[CH2:20][CH2:21][C:22]2[S:23][C:24]3[CH:33]=[C:32]([C:34]([F:36])([F:37])[F:35])[CH:31]=[CH:30][C:25]=3[C:26]=2[CH2:27][CH2:28][CH3:29])=[CH:7][C:8]([CH3:18])=[C:9]([CH:17]=1)[O:10][CH2:11][C:12]([OH:14])=[O:13], predict the reactants needed to synthesize it. (4) Given the product [C:23]([OH:28])(=[O:27])[C:24]([OH:26])=[O:25].[NH2:1][C:2]1[C:3]2[NH:10][CH:9]=[C:8]([CH2:11][N:12]3[CH2:16][C@H:15]([CH2:17][S:18][CH3:19])[C@@H:14]([OH:20])[CH2:13]3)[C:4]=2[N:5]=[CH:6][N:7]=1, predict the reactants needed to synthesize it. The reactants are: [NH2:1][C:2]1[C:3]2[NH:10][CH:9]=[C:8]([CH2:11][N:12]3[CH2:16][C@H:15]([CH2:17][S:18][CH3:19])[C@@H:14]([OH:20])[CH2:13]3)[C:4]=2[N:5]=[CH:6][N:7]=1.O.O.[C:23]([OH:28])(=[O:27])[C:24]([OH:26])=[O:25].CC(O)C. (5) Given the product [Cl:8][C:6]1[N:5]=[CH:4][N:3]=[C:2]([NH:1][C:17]([C:15]2[CH:14]=[CH:13][CH:12]=[C:11]([C:10]([F:21])([F:9])[F:20])[N:16]=2)=[O:18])[CH:7]=1, predict the reactants needed to synthesize it. The reactants are: [NH2:1][C:2]1[CH:7]=[C:6]([Cl:8])[N:5]=[CH:4][N:3]=1.[F:9][C:10]([F:21])([F:20])[C:11]1[N:16]=[C:15]([C:17](Cl)=[O:18])[CH:14]=[CH:13][CH:12]=1.CCN(C(C)C)C(C)C.